From a dataset of Full USPTO retrosynthesis dataset with 1.9M reactions from patents (1976-2016). Predict the reactants needed to synthesize the given product. (1) Given the product [C:4]([O:3][C:1]([N:8]1[CH2:13][CH2:12][CH2:11][C:10]([C:19]2[CH:18]=[C:17]([O:16][CH3:15])[CH:22]=[C:21]([O:23][CH3:24])[CH:20]=2)([OH:14])[CH2:9]1)=[O:2])([CH3:7])([CH3:6])[CH3:5], predict the reactants needed to synthesize it. The reactants are: [C:1]([N:8]1[CH2:13][CH2:12][CH2:11][C:10](=[O:14])[CH2:9]1)([O:3][C:4]([CH3:7])([CH3:6])[CH3:5])=[O:2].[CH3:15][O:16][C:17]1[CH:18]=[C:19]([Mg]Br)[CH:20]=[C:21]([O:23][CH3:24])[CH:22]=1. (2) Given the product [Br:1][C:2]1[CH:3]=[CH:4][C:5]([C:8]([CH3:14])([CH3:13])[C:9]([OH:11])=[O:10])=[N:6][CH:7]=1, predict the reactants needed to synthesize it. The reactants are: [Br:1][C:2]1[CH:3]=[CH:4][C:5]([C:8]([CH3:14])([CH3:13])[C:9]([O:11]C)=[O:10])=[N:6][CH:7]=1.[OH-].[Na+]. (3) Given the product [CH2:1]([O:3][CH2:4][CH2:5][N:6]1[C:14]2[C:9](=[CH:10][CH:11]=[CH:12][CH:13]=2)[C:8]([CH:15]2[CH2:16][CH2:17][N:18]([CH2:21][CH2:22][CH2:23][O:24][C:25]3[CH:26]=[CH:27][C:28]([C:29]4[N:35]=[N:36][NH:37][N:30]=4)=[CH:31][CH:32]=3)[CH2:19][CH2:20]2)=[CH:7]1)[CH3:2], predict the reactants needed to synthesize it. The reactants are: [CH2:1]([O:3][CH2:4][CH2:5][N:6]1[C:14]2[C:9](=[CH:10][CH:11]=[CH:12][CH:13]=2)[C:8]([CH:15]2[CH2:20][CH2:19][N:18]([CH2:21][CH2:22][CH2:23][O:24][C:25]3[CH:32]=[CH:31][C:28]([C:29]#[N:30])=[CH:27][CH:26]=3)[CH2:17][CH2:16]2)=[CH:7]1)[CH3:2].[Cl-].[NH4+].[N-:35]=[N+:36]=[N-:37].[Na+].[OH-].[Na+]. (4) The reactants are: Cl[C:2]1[CH:7]=[CH:6][C:5]([N+:8]([O-:10])=[O:9])=[CH:4][N:3]=1.[CH3:11][N:12]1[CH2:17][CH2:16][NH:15][CH2:14][CH2:13]1. Given the product [CH3:11][N:12]1[CH2:17][CH2:16][N:15]([C:2]2[CH:7]=[CH:6][C:5]([N+:8]([O-:10])=[O:9])=[CH:4][N:3]=2)[CH2:14][CH2:13]1, predict the reactants needed to synthesize it. (5) Given the product [Br:1][C:2]1[CH:3]=[C:4]([CH2:5][NH:15][CH2:14][CH2:13][CH:12]([CH3:16])[CH3:11])[CH:7]=[CH:8][C:9]=1[OH:10], predict the reactants needed to synthesize it. The reactants are: [Br:1][C:2]1[CH:3]=[C:4]([CH:7]=[CH:8][C:9]=1[OH:10])[CH:5]=O.[CH3:11][CH:12]([CH3:16])[CH2:13][CH2:14][NH2:15].[BH4-].[Na+]. (6) The reactants are: [Br:1][C:2]1[CH:3]=[N:4][CH:5]=[CH:6][C:7]=1[CH2:8][NH2:9].C([O-])([O-])=O.[Na+].[Na+].[C:16](Cl)(=[O:18])[CH3:17]. Given the product [Br:1][C:2]1[CH:3]=[N:4][CH:5]=[CH:6][C:7]=1[CH2:8][NH:9][C:16](=[O:18])[CH3:17], predict the reactants needed to synthesize it. (7) Given the product [CH3:30][O:31][C:32]1[CH:33]=[CH:34][C:35]([N:38]2[CH2:43][CH2:42][N:41]([C:13]([O:9][CH2:8][CH:5]3[CH2:6][CH2:7][N:2]([CH3:1])[CH2:3][CH2:4]3)=[O:14])[CH2:40][CH2:39]2)=[CH:36][CH:37]=1, predict the reactants needed to synthesize it. The reactants are: [CH3:1][N:2]1[CH2:7][CH2:6][CH:5]([CH2:8][OH:9])[CH2:4][CH2:3]1.CN1CC[O:14][CH2:13]C1.ClC(OC1C=CC([N+]([O-])=O)=CC=1)=O.[CH3:30][O:31][C:32]1[CH:37]=[CH:36][C:35]([N:38]2[CH2:43][CH2:42][NH:41][CH2:40][CH2:39]2)=[CH:34][CH:33]=1.CCN(C(C)C)C(C)C. (8) Given the product [CH2:22]([O:21][C:19]([N:14]1[CH2:13][CH2:12][C:11]2[C:16](=[CH:17][CH:18]=[C:9]([B:4]([OH:5])[OH:3])[CH:10]=2)[CH2:15]1)=[O:20])[C:23]1[CH:28]=[CH:27][CH:26]=[CH:25][CH:24]=1, predict the reactants needed to synthesize it. The reactants are: CC1(C)C(C)(C)[O:5][B:4]([C:9]2[CH:10]=[C:11]3[C:16](=[CH:17][CH:18]=2)[CH2:15][N:14]([C:19]([O:21][CH2:22][C:23]2[CH:28]=[CH:27][CH:26]=[CH:25][CH:24]=2)=[O:20])[CH2:13][CH2:12]3)[O:3]1.Cl.